From a dataset of Forward reaction prediction with 1.9M reactions from USPTO patents (1976-2016). Predict the product of the given reaction. (1) Given the reactants F[P-](F)(F)(F)(F)F.N1(OC(N(C)C)=[N+](C)C)C2N=CC=CC=2N=N1.[O:25]1[C:30]2([CH2:35][CH2:34][N:33]([CH2:36][C:37]3[C:38]([F:46])=[C:39]([CH2:43][CH2:44][OH:45])[CH:40]=[CH:41][CH:42]=3)[CH2:32][CH2:31]2)[CH2:29][NH:28][CH2:27][CH2:26]1.[CH3:47][CH2:48][CH:49]([C:52]1[S:53][CH:54]=[C:55]([C:57](O)=[O:58])[N:56]=1)[CH2:50][CH3:51].C(N(CC)CC)C, predict the reaction product. The product is: [F:46][C:38]1[C:39]([CH2:43][CH2:44][OH:45])=[CH:40][CH:41]=[CH:42][C:37]=1[CH2:36][N:33]1[CH2:34][CH2:35][C:30]2([O:25][CH2:26][CH2:27][N:28]([C:57]([C:55]3[N:56]=[C:52]([CH:49]([CH2:50][CH3:51])[CH2:48][CH3:47])[S:53][CH:54]=3)=[O:58])[CH2:29]2)[CH2:31][CH2:32]1. (2) Given the reactants [CH3:1][C:2]1[N:3]=[N:4][C:5]([C:8]2[CH:13]=[CH:12][C:11]([S:14]([CH3:17])(=[O:16])=[O:15])=[CH:10][CH:9]=2)=[CH:6][CH:7]=1.[Cl:18]N1C(=O)N(Cl)C(=O)N(Cl)C1=O, predict the reaction product. The product is: [Cl:18][CH2:1][C:2]1[N:3]=[N:4][C:5]([C:8]2[CH:9]=[CH:10][C:11]([S:14]([CH3:17])(=[O:16])=[O:15])=[CH:12][CH:13]=2)=[CH:6][CH:7]=1.